The task is: Predict the product of the given reaction.. This data is from Forward reaction prediction with 1.9M reactions from USPTO patents (1976-2016). (1) Given the reactants [CH3:1][O:2][C:3]1[CH:45]=[CH:44][C:6]([CH2:7][N:8]2[C:12]3=[N:13][CH:14]=[CH:15][C:16]([O:17][C:18]4[CH:23]=[CH:22][C:21]([O:24][C:25]5[CH:30]=[CH:29][CH:28]=[CH:27][CH:26]=5)=[CH:20][CH:19]=4)=[C:11]3[C:10]([C:31]3[CH2:32][N:33]([C:37]([O:39][C:40]([CH3:43])([CH3:42])[CH3:41])=[O:38])[CH2:34][CH2:35][CH:36]=3)=[N:9]2)=[CH:5][CH:4]=1, predict the reaction product. The product is: [CH3:1][O:2][C:3]1[CH:4]=[CH:5][C:6]([CH2:7][N:8]2[C:12]3=[N:13][CH:14]=[CH:15][C:16]([O:17][C:18]4[CH:19]=[CH:20][C:21]([O:24][C:25]5[CH:30]=[CH:29][CH:28]=[CH:27][CH:26]=5)=[CH:22][CH:23]=4)=[C:11]3[C:10]([CH:31]3[CH2:36][CH2:35][CH2:34][N:33]([C:37]([O:39][C:40]([CH3:41])([CH3:43])[CH3:42])=[O:38])[CH2:32]3)=[N:9]2)=[CH:44][CH:45]=1. (2) Given the reactants C([O:3][C:4](=[O:20])[CH2:5][NH:6][C:7]([C:9]1[CH:13]=[C:12]([C:14]2[CH:19]=[CH:18][CH:17]=[CH:16][CH:15]=2)[NH:11][N:10]=1)=[O:8])C.CO.O.O[Li].O, predict the reaction product. The product is: [C:14]1([C:12]2[NH:11][N:10]=[C:9]([C:7]([NH:6][CH2:5][C:4]([OH:20])=[O:3])=[O:8])[CH:13]=2)[CH:15]=[CH:16][CH:17]=[CH:18][CH:19]=1. (3) Given the reactants [F:1][C:2]1[CH:3]=[C:4]([NH:45][S:46]([CH2:49][CH2:50][O:51][CH3:52])(=[O:48])=[O:47])[CH:5]=[C:6]([C:8]2[C:16]3[C:15]([NH:17][C@H:18]([C:20]4[N:25]([C:26]5[CH:31]=[CH:30][CH:29]=[CH:28][CH:27]=5)[C:24](=[O:32])[C:23]5=[C:33]([CH3:36])[CH:34]=[CH:35][N:22]5[N:21]=4)[CH3:19])=[N:14][CH:13]=[N:12][C:11]=3[N:10](COCC[Si](C)(C)C)[CH:9]=2)[CH:7]=1.FC(F)(F)C(O)=O.N, predict the reaction product. The product is: [F:1][C:2]1[CH:3]=[C:4]([NH:45][S:46]([CH2:49][CH2:50][O:51][CH3:52])(=[O:47])=[O:48])[CH:5]=[C:6]([C:8]2[C:16]3[C:15]([NH:17][C@H:18]([C:20]4[N:25]([C:26]5[CH:27]=[CH:28][CH:29]=[CH:30][CH:31]=5)[C:24](=[O:32])[C:23]5=[C:33]([CH3:36])[CH:34]=[CH:35][N:22]5[N:21]=4)[CH3:19])=[N:14][CH:13]=[N:12][C:11]=3[NH:10][CH:9]=2)[CH:7]=1.